This data is from Reaction yield outcomes from USPTO patents with 853,638 reactions. The task is: Predict the reaction yield, written as a fraction of the theoretical maximum amount of product (1.0 means a 100% yield; for example, 0.34 means a 34% yield). The reactants are [NH:1]1[C:9]2[C:4](=[CH:5][CH:6]=[CH:7][CH:8]=2)[CH:3]=[CH:2]1.[OH-].[K+].[CH3:12][O:13][CH:14]1[CH2:19][CH2:18][CH2:17][CH2:16][C:15]1=O. The catalyst is CO. The product is [CH3:12][O:13][CH:14]1[C:15]([C:3]2[C:4]3[C:9](=[CH:8][CH:7]=[CH:6][CH:5]=3)[NH:1][CH:2]=2)=[CH:16][CH2:17][CH2:18][CH2:19]1. The yield is 0.300.